Binary Classification. Given a miRNA mature sequence and a target amino acid sequence, predict their likelihood of interaction. From a dataset of Experimentally validated miRNA-target interactions with 360,000+ pairs, plus equal number of negative samples. (1) Result: 0 (no interaction). The miRNA is hsa-miR-6762-5p with sequence CGGGGCCAUGGAGCAGCCUGUGU. The protein sequence of the target gene is MYFPSWLSQLYRGLSRPIRRTTQPIWGSLYRSLLQSSQRRIPEFSSFVVRTNTCGELRSSHLGQEVTLCGWIQYRRQNTFLVLRDFDGLVQVIIPQDESAASVKKILCEAPVESVVQVSGTVISRPAGQENPKMPTGEIEIKVKTAELLNACKKLPFEIKNFVKKTEALRLQYRYLDLRSFQMQYNLRLRSQMVMKMREYLCNLHGFVDIETPTLFKRTPGGAKEFLVPSREPGKFYSLPQSPQQFKQLLMVGGLDRYFQVARCYRDEGSRPDRQPEFTQIDIEMSFVDQTGIQSLIEGL.... (2) The miRNA is hsa-miR-4436b-5p with sequence GUCCACUUCUGCCUGCCCUGCC. The protein sequence of the target gene is MSEQSICQARAAVMVYDDANKKWVPAGGSTGFSRVHIYHHTGNNTFRVVGRKIQDHQVVINCAIPKGLKYNQATQTFHQWRDARQVYGLNFGSKEDANVFASAMMHALEVLNSQETGPTLPRQNSQLPAQVQNGPSQEELEIQRRQLQEQQRQKELERERLERERMERERLERERLERERLERERLEQEQLERERQERERQERLERQERLERQERLERQERLDRERQERQERERLERLERERQERERQEQLEREQLEWERERRISSAAAPASVETPLNSVLGDSSASEPGLQAASQPAET.... Result: 0 (no interaction). (3) The miRNA is mmu-miR-542-5p with sequence CUCGGGGAUCAUCAUGUCACGA. The protein sequence of the target gene is MVGRSRRRGAAKWAAVRAKAGPTLTDENGDDLGLPPSPGDTSYYQDQVDDFHEARSRAALAKGWNEVQSGDEEDGEEEEEEVLALDMDDEDDEDGGNAGEEEEEENADDDGGSSVQSEAEASVDPSLSWGQRKKLYYDTDYGSKSRGRQSQQEAEEEEREEEEEAQIIQRRLAQALQEDDFGVAWVEAFAKPVPQVDEAETRVVKDLAKVSVKEKLKMLRKESPELLELIEDLKVKLTEVKDELEPLLELVEQGIIPPGKGSQYLRTKYNLYLNYCSNISFYLILKARRVPAHGHPVIER.... Result: 0 (no interaction). (4) The miRNA is hsa-miR-4632-3p with sequence UGCCGCCCUCUCGCUGCUCUAG. The protein sequence of the target gene is MELKVWVDGVQRIVCGVTEVTTCQEVVIALAQAIGRTGRYTLIEKWRDTERHLAPHENPIISLNKWGQYASDVQLILRRTGPSLSERPTSDSVARIPERTLYRQSLPPLAKLRPQIDKSIKRREPKRKSLTFTGGAKGLMDIFGKGKETEFKQKVLNNCKTTADELKKLIRLQTEKLQSIEKQLESNEIEIRFWEQKYNSNLEEEIVRLEQKIKRNDVEIEEEEFWENELQIEQENEKQLKDQLQEIRQKITECENKLKDYLAQIRTMESGLEAEKLQREVQEAQVNEEEVKGKIGKVKG.... Result: 0 (no interaction). (5) Result: 0 (no interaction). The miRNA is mmu-miR-34a-5p with sequence UGGCAGUGUCUUAGCUGGUUGU. The protein sequence of the target gene is MSPSAKKRPKNSRVSKMQDEKLRDETEQPVSKVIERNRLRTVLKNLSLLKLLKSSNRRIQELHKLAKRCWHSLLSVPKILRISSGENSACNKTKQNNEEFQEIGCSEKELKSKKLESTGDPKKKEYKEWKSQVQSGMRNKEKTSLAAMPRKEKHIEPEVPRTSRDDSLNPGVQGRQPLTEGPRVIFIKPYRNRTPMGHMKQLDVADQWIWFEGLPTRIHLPAPRVMCRSSTLRWVKRRCTRFCSASLEMPMWHPYKVDVTWTRARGASRGWRSRHQLKGRNGWRNSRVYK. (6) The miRNA is hsa-miR-1243 with sequence AACUGGAUCAAUUAUAGGAGUG. The protein sequence of the target gene is MGCCGCSGGCGSGCGGCGSGCGGCGSSCCVPICCCKPVCCCVPACSCTSCGSCGGSKGCCGSCGGSKGGCGSCGGSKGGCGSCGCSQCSCCKPCYCSSGCGSSCCQSSCCKPCCSQASCCVPICCQCKI. Result: 1 (interaction). (7) The miRNA is hsa-miR-2682-3p with sequence CGCCUCUUCAGCGCUGUCUUCC. The protein sequence of the target gene is MRAVRAETPARELFRDAAFPASDSSLFYNLSTPLAQFREDITWRRPQEICATPQLFPDNPWEGQVKQGLLGDCWFLCACAALQKSQHLLDQVFPPGQPGWSDQKYQGFFTCRIWQFGHWEEVTIDDRLPCLAGRLCFSRCQREDVFWLPLLEKAYAKVHGSYEHLWAGQVADALVDLTGSLAERWSLKDVTKASGQQDRPSGGEHRTCRQLLHLKDRCLISCSVLSPRAGARELGEFHAFIISDLQELRSQTGQGILLLRIHNPWGRRCWQGLWREGGEGWNQVEPAKESELLAQLQEGE.... Result: 0 (no interaction). (8) The miRNA is rno-let-7b-5p with sequence UGAGGUAGUAGGUUGUGUGGUU. The protein sequence of the target gene is MSVRLRFLSPGDTGAVGVVGRSASFAGFSSAQSRRIAKSINRNSVRSRMPAKSSKMYGTLRKGSVCADPKPQQVKKIFEALKRGLKEYLCVQQAELDHLSGRHKDTRRNSRLAFYYDLDKQTRCVERHIRKMEFHISKVDELYEDYCIQCRLRDGASSMQRAFARCPPSRAARESLQELGRSLHECAEDMWLIEGALEVHLGEFHIRMKGLVGYARLCPGDHYEVLMRLGRQRWKLKGRIESDDSQTWDEEEKAFIPTLHENLDIKVTELRGLGSLAVGAVTCDIADFFTTRPQVIVVDI.... Result: 0 (no interaction). (9) The miRNA is mmu-miR-1906 with sequence UGCAGCAGCCUGAGGCAGGGCU. The protein sequence of the target gene is MPGGPGAPSSPAASSGSSRAAPSGIAACPLSPPPLARGSPQASGPRRGASVPQKLAETLSSQYGLNVFVAGLLFLLAWAVHATGVGKSDLLCVLTALMLLQLLWMLWYVGRSYMQRRLIRPKDTHAGARWLRGSITLFAFITVVLGCLKVAYFIGFSECLSATEGVFPVTHAVHTLLQVYFLWGHAKDIIMSFKTLERFGVIHSVFTNLLLWANSVLNESKHQLNEHKERLITLGFGNITIVLDDHTPQCNCTPPALCSALSHGIYYLYPFNIEYQILASTMLYVLWKNIGRRVDSSQHQ.... Result: 1 (interaction). (10) The miRNA is hsa-miR-522-3p with sequence AAAAUGGUUCCCUUUAGAGUGU. The protein sequence of the target gene is MASLLQSDRVLYLVQGEKKVRAPLSQLYFCRYCSELRSLECVSHEVDSHYCPSCLENMPSAEAKLKKNRCANCFDCPGCMHTLSTRATSISTQLPDDPAKTTMKKAYYLACGFCRWTSRDVGMADKSVASGGWQEPENPHTQRMNKLIEYYQQLAQKEKVERDRKKLARRRNYMPLAFSDKYGLGTRLQRPRAGASISTLAGLSLKEGEDQKEIKIEPAQAVDEVEPLPEDYYTRPVNLTEVTTLQQRLLQPDFQPVCASQLYPRHKHLLIKRSLRCRKCEHNLSKPEFNPTSIKFKIQL.... Result: 1 (interaction).